This data is from NCI-60 drug combinations with 297,098 pairs across 59 cell lines. The task is: Regression. Given two drug SMILES strings and cell line genomic features, predict the synergy score measuring deviation from expected non-interaction effect. (1) Drug 1: CC1=C(C=C(C=C1)NC(=O)C2=CC=C(C=C2)CN3CCN(CC3)C)NC4=NC=CC(=N4)C5=CN=CC=C5. Drug 2: CC1=C(C(=CC=C1)Cl)NC(=O)C2=CN=C(S2)NC3=CC(=NC(=N3)C)N4CCN(CC4)CCO. Cell line: HL-60(TB). Synergy scores: CSS=-19.9, Synergy_ZIP=6.48, Synergy_Bliss=-2.57, Synergy_Loewe=-19.5, Synergy_HSA=-17.7. (2) Drug 1: C1=CC(=CC=C1C#N)C(C2=CC=C(C=C2)C#N)N3C=NC=N3. Drug 2: CS(=O)(=O)OCCCCOS(=O)(=O)C. Cell line: CAKI-1. Synergy scores: CSS=2.28, Synergy_ZIP=-0.863, Synergy_Bliss=-0.463, Synergy_Loewe=-3.60, Synergy_HSA=-3.18. (3) Drug 2: CCCCC(=O)OCC(=O)C1(CC(C2=C(C1)C(=C3C(=C2O)C(=O)C4=C(C3=O)C=CC=C4OC)O)OC5CC(C(C(O5)C)O)NC(=O)C(F)(F)F)O. Synergy scores: CSS=5.27, Synergy_ZIP=-3.12, Synergy_Bliss=-2.98, Synergy_Loewe=-1.88, Synergy_HSA=-1.51. Cell line: T-47D. Drug 1: CC(CN1CC(=O)NC(=O)C1)N2CC(=O)NC(=O)C2. (4) Synergy scores: CSS=6.72, Synergy_ZIP=-7.40, Synergy_Bliss=-2.02, Synergy_Loewe=-6.01, Synergy_HSA=-0.342. Cell line: SNB-19. Drug 1: COC1=NC(=NC2=C1N=CN2C3C(C(C(O3)CO)O)O)N. Drug 2: CC1=C(N=C(N=C1N)C(CC(=O)N)NCC(C(=O)N)N)C(=O)NC(C(C2=CN=CN2)OC3C(C(C(C(O3)CO)O)O)OC4C(C(C(C(O4)CO)O)OC(=O)N)O)C(=O)NC(C)C(C(C)C(=O)NC(C(C)O)C(=O)NCCC5=NC(=CS5)C6=NC(=CS6)C(=O)NCCC[S+](C)C)O. (5) Drug 1: CC1=CC2C(CCC3(C2CCC3(C(=O)C)OC(=O)C)C)C4(C1=CC(=O)CC4)C. Drug 2: C(CN)CNCCSP(=O)(O)O. Cell line: CCRF-CEM. Synergy scores: CSS=2.55, Synergy_ZIP=-5.41, Synergy_Bliss=-4.98, Synergy_Loewe=-4.41, Synergy_HSA=-2.55. (6) Drug 1: CCC1=CC2CC(C3=C(CN(C2)C1)C4=CC=CC=C4N3)(C5=C(C=C6C(=C5)C78CCN9C7C(C=CC9)(C(C(C8N6C)(C(=O)OC)O)OC(=O)C)CC)OC)C(=O)OC.C(C(C(=O)O)O)(C(=O)O)O. Drug 2: CC1C(C(CC(O1)OC2CC(CC3=C2C(=C4C(=C3O)C(=O)C5=C(C4=O)C(=CC=C5)OC)O)(C(=O)CO)O)N)O.Cl. Cell line: A498. Synergy scores: CSS=66.3, Synergy_ZIP=1.32, Synergy_Bliss=1.85, Synergy_Loewe=-0.463, Synergy_HSA=3.57. (7) Drug 1: C1CC(=O)NC(=O)C1N2CC3=C(C2=O)C=CC=C3N. Drug 2: CCCCCOC(=O)NC1=NC(=O)N(C=C1F)C2C(C(C(O2)C)O)O. Synergy scores: CSS=6.01, Synergy_ZIP=-1.76, Synergy_Bliss=-1.32, Synergy_Loewe=2.13, Synergy_HSA=0.316. Cell line: SNB-19. (8) Drug 1: CC1C(C(CC(O1)OC2CC(CC3=C2C(=C4C(=C3O)C(=O)C5=C(C4=O)C(=CC=C5)OC)O)(C(=O)C)O)N)O.Cl. Drug 2: CC1C(C(CC(O1)OC2CC(CC3=C2C(=C4C(=C3O)C(=O)C5=C(C4=O)C(=CC=C5)OC)O)(C(=O)CO)O)N)O.Cl. Cell line: HCT-15. Synergy scores: CSS=27.8, Synergy_ZIP=-3.86, Synergy_Bliss=0.761, Synergy_Loewe=1.62, Synergy_HSA=2.67. (9) Drug 1: C1CN1C2=NC(=NC(=N2)N3CC3)N4CC4. Drug 2: C1=C(C(=O)NC(=O)N1)N(CCCl)CCCl. Cell line: K-562. Synergy scores: CSS=15.3, Synergy_ZIP=-8.35, Synergy_Bliss=-6.07, Synergy_Loewe=-8.75, Synergy_HSA=-3.94.